From a dataset of Full USPTO retrosynthesis dataset with 1.9M reactions from patents (1976-2016). Predict the reactants needed to synthesize the given product. (1) The reactants are: [NH:1]1[C:5]2=[N:6][CH:7]=[C:8]([NH:10][C:11](=[O:18])[C:12]3[CH:17]=[CH:16][CH:15]=[N:14][CH:13]=3)[CH:9]=[C:4]2[CH:3]=[CH:2]1.[Cl-].[Cl-].[Cl-].[Al+3].[F:23][C:24]1[C:32]([NH:33][S:34]([CH2:37][CH2:38][CH3:39])(=[O:36])=[O:35])=[CH:31][CH:30]=[C:29]([F:40])[C:25]=1[C:26](Cl)=[O:27].C(Cl)(=O)C1C=CC=NC=1. Given the product [F:23][C:24]1[C:32]([NH:33][S:34]([CH2:37][CH2:38][CH3:39])(=[O:35])=[O:36])=[CH:31][CH:30]=[C:29]([F:40])[C:25]=1[C:26]([C:3]1[C:4]2[C:5](=[N:6][CH:7]=[C:8]([NH:10][C:11](=[O:18])[C:12]3[CH:17]=[CH:16][CH:15]=[N:14][CH:13]=3)[CH:9]=2)[NH:1][CH:2]=1)=[O:27], predict the reactants needed to synthesize it. (2) Given the product [N+:15]([C:18]1[CH:25]=[CH:24][C:21]([CH2:22][NH:14][CH2:13][CH2:12][CH2:11][N:8]2[CH2:7][CH2:6][N:5]([CH2:4][CH2:3][CH2:2][NH:1][CH2:22][C:21]3[CH:24]=[CH:25][C:18]([N+:15]([O-:16])=[O:28])=[CH:19][CH:20]=3)[CH2:10][CH2:9]2)=[CH:20][CH:19]=1)([O-:17])=[O:16], predict the reactants needed to synthesize it. The reactants are: [NH2:1][CH2:2][CH2:3][CH2:4][N:5]1[CH2:10][CH2:9][N:8]([CH2:11][CH2:12][CH2:13][NH2:14])[CH2:7][CH2:6]1.[N+:15]([C:18]1[CH:25]=[CH:24][C:21]([CH:22]=O)=[CH:20][CH:19]=1)([O-:17])=[O:16].[BH4-].[Na+].[OH2:28].